The task is: Predict the reactants needed to synthesize the given product.. This data is from Full USPTO retrosynthesis dataset with 1.9M reactions from patents (1976-2016). (1) Given the product [NH2:30][C:26]1[O:1][C:2]2[C:11]3[C:6](=[CH:7][CH:8]=[C:9]([CH3:12])[N:10]=3)[CH:5]=[CH:4][C:3]=2[CH:19]([C:18]2[CH:17]=[C:16]([O:22][CH3:23])[C:15]([O:24][CH3:25])=[C:14]([Br:13])[CH:21]=2)[C:27]=1[C:28]#[N:29], predict the reactants needed to synthesize it. The reactants are: [OH:1][C:2]1[CH:3]=[CH:4][CH:5]=[C:6]2[C:11]=1[N:10]=[C:9]([CH3:12])[CH:8]=[CH:7]2.[Br:13][C:14]1[C:15]([O:24][CH3:25])=[C:16]([O:22][CH3:23])[CH:17]=[C:18]([CH:21]=1)[CH:19]=O.[C:26](#[N:30])[CH2:27][C:28]#[N:29].C1N2CCN(CC2)C1. (2) Given the product [N+:3]([C:6]1[CH:7]=[C:13]2[C:14]([OH:27])=[N:15][N:16]([S:17]([C:20]3[CH:26]=[CH:25][C:23]([CH3:24])=[CH:22][CH:21]=3)(=[O:19])=[O:18])[C:12]2=[N:11][CH:9]=1)([O-:5])=[O:4], predict the reactants needed to synthesize it. The reactants are: O.[Na].[N+:3]([CH:6]([CH:9]=O)[CH:7]=O)([O-:5])=[O:4].[NH2:11][C:12]1[N:16]([S:17]([C:20]2[CH:26]=[CH:25][C:23]([CH3:24])=[CH:22][CH:21]=2)(=[O:19])=[O:18])[N:15]=[C:14]([OH:27])[CH:13]=1.